Predict the reactants needed to synthesize the given product. From a dataset of Full USPTO retrosynthesis dataset with 1.9M reactions from patents (1976-2016). (1) Given the product [CH3:1][O:2][C:3]1[C:11]2[O:10][C:9]([CH3:13])([CH3:12])[CH2:8][C:7]=2[CH:6]=[C:5]([C:14]([OH:16])=[O:15])[CH:4]=1, predict the reactants needed to synthesize it. The reactants are: [CH3:1][O:2][C:3]1[C:11]2[O:10][C:9]([CH3:13])([CH3:12])[CH2:8][C:7]=2[CH:6]=[C:5]([C:14]([O:16]C)=[O:15])[CH:4]=1.[OH-].[Na+]. (2) The reactants are: [CH3:1][C:2]1([CH3:13])[O:11][C:10]2[C:5](=[CH:6][N:7]=[CH:8][CH:9]=2)[CH:4]2[O:12][CH:3]12.[Cl:14][C:15]1[CH:20]=[CH:19][C:18]([C:21]2[NH:25][CH:24]=[N:23][CH:22]=2)=[CH:17][CH:16]=1. Given the product [Cl:14][C:15]1[CH:16]=[CH:17][C:18]([C:21]2[N:25]([CH:4]3[C:5]4[CH:6]=[N:7][CH:8]=[CH:9][C:10]=4[O:11][C:2]([CH3:13])([CH3:1])[CH:3]3[OH:12])[CH:24]=[N:23][CH:22]=2)=[CH:19][CH:20]=1, predict the reactants needed to synthesize it. (3) Given the product [CH2:12]([N:8]1[C:9]2[C:4](=[CH:3][C:2]([C:28]3[CH:29]=[N:30][C:25]([NH:24][C:23](=[O:43])[NH:22][CH2:20][CH3:21])=[CH:26][C:27]=3[C:34]3[S:35][CH:36]=[C:37]([C:39]([F:42])([F:40])[F:41])[N:38]=3)=[CH:11][N:10]=2)[C:5](=[O:19])[C:6]([C:14]([O:16][CH2:17][CH3:18])=[O:15])=[CH:7]1)[CH3:13], predict the reactants needed to synthesize it. The reactants are: Br[C:2]1[CH:3]=[C:4]2[C:9](=[N:10][CH:11]=1)[N:8]([CH2:12][CH3:13])[CH:7]=[C:6]([C:14]([O:16][CH2:17][CH3:18])=[O:15])[C:5]2=[O:19].[CH2:20]([NH:22][C:23](=[O:43])[NH:24][C:25]1[N:30]=[CH:29][C:28](B(O)O)=[C:27]([C:34]2[S:35][CH:36]=[C:37]([C:39]([F:42])([F:41])[F:40])[N:38]=2)[CH:26]=1)[CH3:21].C(=O)([O-])[O-].[Cs+].[Cs+]. (4) Given the product [C:34]([N:2]1[CH2:7][CH2:6][CH2:5][C@@H:4]([NH:8][C:9]([C:11]2[C:15]3[N:16]=[CH:17][N:18]=[C:19]([C:20]4[CH:25]=[C:24]([F:26])[C:23]([O:27][CH3:28])=[CH:22][C:21]=4[O:29][CH2:30][CH:31]4[CH2:32][CH2:33]4)[C:14]=3[NH:13][CH:12]=2)=[O:10])[CH2:3]1)(=[O:37])[CH2:35][CH3:36], predict the reactants needed to synthesize it. The reactants are: Cl.[NH:2]1[CH2:7][CH2:6][CH2:5][C@@H:4]([NH:8][C:9]([C:11]2[C:15]3[N:16]=[CH:17][N:18]=[C:19]([C:20]4[CH:25]=[C:24]([F:26])[C:23]([O:27][CH3:28])=[CH:22][C:21]=4[O:29][CH2:30][CH:31]4[CH2:33][CH2:32]4)[C:14]=3[NH:13][CH:12]=2)=[O:10])[CH2:3]1.[C:34](Cl)(=[O:37])[CH2:35][CH3:36]. (5) Given the product [Br:21][CH2:1][C:2]1[N:3]([S:12]([C:15]2[CH:20]=[CH:19][CH:18]=[CH:17][CH:16]=2)(=[O:14])=[O:13])[CH:4]=[CH:5][C:6]=1[C:7]([O:9][CH2:10][CH3:11])=[O:8], predict the reactants needed to synthesize it. The reactants are: [CH3:1][C:2]1[N:3]([S:12]([C:15]2[CH:20]=[CH:19][CH:18]=[CH:17][CH:16]=2)(=[O:14])=[O:13])[CH:4]=[CH:5][C:6]=1[C:7]([O:9][CH2:10][CH3:11])=[O:8].[Br:21]N1C(=O)CCC1=O.